Task: Regression. Given two drug SMILES strings and cell line genomic features, predict the synergy score measuring deviation from expected non-interaction effect.. Dataset: NCI-60 drug combinations with 297,098 pairs across 59 cell lines Drug 2: CC1C(C(CC(O1)OC2CC(CC3=C2C(=C4C(=C3O)C(=O)C5=CC=CC=C5C4=O)O)(C(=O)C)O)N)O. Synergy scores: CSS=44.9, Synergy_ZIP=-6.78, Synergy_Bliss=-4.93, Synergy_Loewe=-1.16, Synergy_HSA=0.0146. Cell line: U251. Drug 1: CCC1(CC2CC(C3=C(CCN(C2)C1)C4=CC=CC=C4N3)(C5=C(C=C6C(=C5)C78CCN9C7C(C=CC9)(C(C(C8N6C)(C(=O)OC)O)OC(=O)C)CC)OC)C(=O)OC)O.OS(=O)(=O)O.